This data is from Merck oncology drug combination screen with 23,052 pairs across 39 cell lines. The task is: Regression. Given two drug SMILES strings and cell line genomic features, predict the synergy score measuring deviation from expected non-interaction effect. (1) Drug 1: O=C(O)C1(Cc2cccc(Nc3nccs3)n2)CCC(Oc2cccc(Cl)c2F)CC1. Drug 2: NC(=O)c1cccc2cn(-c3ccc(C4CCCNC4)cc3)nc12. Cell line: NCIH1650. Synergy scores: synergy=7.84. (2) Drug 1: O=C(NOCC(O)CO)c1ccc(F)c(F)c1Nc1ccc(I)cc1F. Drug 2: CC1(c2nc3c(C(N)=O)cccc3[nH]2)CCCN1. Cell line: COLO320DM. Synergy scores: synergy=-1.95. (3) Cell line: SW837. Synergy scores: synergy=-33.0. Drug 2: Cn1nnc2c(C(N)=O)ncn2c1=O. Drug 1: CCC1(O)CC2CN(CCc3c([nH]c4ccccc34)C(C(=O)OC)(c3cc4c(cc3OC)N(C)C3C(O)(C(=O)OC)C(OC(C)=O)C5(CC)C=CCN6CCC43C65)C2)C1. (4) Drug 2: O=C(O)C1(Cc2cccc(Nc3nccs3)n2)CCC(Oc2cccc(Cl)c2F)CC1. Cell line: A375. Synergy scores: synergy=-12.1. Drug 1: Nc1ccn(C2OC(CO)C(O)C2(F)F)c(=O)n1. (5) Drug 1: O=C(CCCCCCC(=O)Nc1ccccc1)NO. Drug 2: COC1=C2CC(C)CC(OC)C(O)C(C)C=C(C)C(OC(N)=O)C(OC)C=CC=C(C)C(=O)NC(=CC1=O)C2=O. Cell line: PA1. Synergy scores: synergy=0.171. (6) Drug 1: C#Cc1cccc(Nc2ncnc3cc(OCCOC)c(OCCOC)cc23)c1. Drug 2: Cc1nc(Nc2ncc(C(=O)Nc3c(C)cccc3Cl)s2)cc(N2CCN(CCO)CC2)n1. Cell line: A375. Synergy scores: synergy=4.77. (7) Drug 2: NC(=O)c1cccc2cn(-c3ccc(C4CCCNC4)cc3)nc12. Cell line: ZR751. Drug 1: CCC1=CC2CN(C1)Cc1c([nH]c3ccccc13)C(C(=O)OC)(c1cc3c(cc1OC)N(C)C1C(O)(C(=O)OC)C(OC(C)=O)C4(CC)C=CCN5CCC31C54)C2. Synergy scores: synergy=-25.8.